Predict the reactants needed to synthesize the given product. From a dataset of Full USPTO retrosynthesis dataset with 1.9M reactions from patents (1976-2016). (1) Given the product [C:23]1([S:29]([N:19]2[C:16]3=[CH:17][N:18]=[C:13]([N:12]=[CH:11][N:10]([CH3:22])[CH3:9])[CH:14]=[C:15]3[C:21]([Br:1])=[CH:20]2)(=[O:31])=[O:30])[CH:28]=[CH:27][CH:26]=[CH:25][CH:24]=1, predict the reactants needed to synthesize it. The reactants are: [Br:1]N1C(=O)CCC1=O.[CH3:9][N:10]([CH3:22])[CH:11]=[N:12][C:13]1[CH:14]=[C:15]2[CH:21]=[CH:20][NH:19][C:16]2=[CH:17][N:18]=1.[C:23]1([S:29](Cl)(=[O:31])=[O:30])[CH:28]=[CH:27][CH:26]=[CH:25][CH:24]=1.C([O-])([O-])=O.[Na+].[Na+]. (2) Given the product [CH3:1][O:2][C:3]1[N:7]([C:8]2[CH:9]=[CH:10][C:11]([C:14]([F:17])([F:15])[F:16])=[CH:12][CH:13]=2)[N:6]=[C:5]([CH2:18][OH:19])[CH:4]=1, predict the reactants needed to synthesize it. The reactants are: [CH3:1][O:2][C:3]1[N:7]([C:8]2[CH:13]=[CH:12][C:11]([C:14]([F:17])([F:16])[F:15])=[CH:10][CH:9]=2)[N:6]=[C:5]([C:18](OC)=[O:19])[CH:4]=1.[H-].[Al+3].[Li+].[H-].[H-].[H-]. (3) Given the product [CH3:16][C:15]([S:12]([C:9]1[CH:10]=[C:11]2[C:6](=[CH:7][C:8]=1[O:19][CH3:20])[N:5]=[CH:4][N:3]=[C:2]2[NH:31][C:30]1[C:24]2[C:25](=[N:26][CH:27]=[C:22]([F:21])[CH:23]=2)[NH:28][N:29]=1)(=[O:14])=[O:13])([CH3:18])[CH3:17], predict the reactants needed to synthesize it. The reactants are: Cl[C:2]1[C:11]2[C:6](=[CH:7][C:8]([O:19][CH3:20])=[C:9]([S:12]([C:15]([CH3:18])([CH3:17])[CH3:16])(=[O:14])=[O:13])[CH:10]=2)[N:5]=[CH:4][N:3]=1.[F:21][C:22]1[CH:23]=[C:24]2[C:30]([NH2:31])=[N:29][NH:28][C:25]2=[N:26][CH:27]=1. (4) Given the product [NH2:1][C:2]1[CH:7]=[CH:6][CH:5]=[C:4]([CH2:8][O:9][Si:10]([C:13]([CH3:16])([CH3:15])[CH3:14])([CH3:12])[CH3:11])[N:3]=1, predict the reactants needed to synthesize it. The reactants are: [NH2:1][C:2]1[CH:7]=[CH:6][CH:5]=[C:4]([CH2:8][OH:9])[N:3]=1.[Si:10](Cl)([C:13]([CH3:16])([CH3:15])[CH3:14])([CH3:12])[CH3:11]. (5) Given the product [Cl:41][C:25]1[CH:26]=[CH:27][C:28]([C:30](=[O:40])[NH:31][CH2:32][C:33]2[CH:38]=[CH:37][CH:36]=[C:35]([F:39])[CH:34]=2)=[CH:29][C:24]=1[NH:23][C:21]([C:20]1[C:19](=[O:18])[NH:1][C:2]2[N:3]=[C:4]([N:10]3[CH2:15][CH2:14][N:13]([CH3:16])[CH2:12][CH2:11]3)[N:5]=[CH:6][C:7]=2[CH:8]=1)=[O:22], predict the reactants needed to synthesize it. The reactants are: [NH2:1][C:2]1[C:7]([CH:8]=O)=[CH:6][N:5]=[C:4]([N:10]2[CH2:15][CH2:14][N:13]([CH3:16])[CH2:12][CH2:11]2)[N:3]=1.C[O:18][C:19](=O)[CH2:20][C:21]([NH:23][C:24]1[CH:29]=[C:28]([C:30](=[O:40])[NH:31][CH2:32][C:33]2[CH:38]=[CH:37][CH:36]=[C:35]([F:39])[CH:34]=2)[CH:27]=[CH:26][C:25]=1[Cl:41])=[O:22].N1CCCCC1. (6) Given the product [NH2:33][CH2:32][C:28]1[CH:27]=[C:26]([C:22]2[CH:23]=[CH:24][CH:25]=[C:20]([CH2:19][C:14]3[CH:15]=[CH:16][N:17]=[C:18]4[C:13]=3[C:12]([OH:41])=[C:11]([C:42]([O:44][CH2:45][CH3:46])=[O:43])[C:10](=[O:47])[N:9]4[OH:8])[CH:21]=2)[CH:31]=[CH:30][CH:29]=1, predict the reactants needed to synthesize it. The reactants are: C([O:8][N:9]1[C:18]2[C:13](=[C:14]([CH2:19][C:20]3[CH:21]=[C:22]([C:26]4[CH:31]=[CH:30][CH:29]=[C:28]([CH2:32][NH:33]C(OC(C)(C)C)=O)[CH:27]=4)[CH:23]=[CH:24][CH:25]=3)[CH:15]=[CH:16][N:17]=2)[C:12]([OH:41])=[C:11]([C:42]([O:44][CH2:45][CH3:46])=[O:43])[C:10]1=[O:47])C1C=CC=CC=1. (7) Given the product [C:4]([O:3][C:1]([N:8]1[CH2:13][CH2:12][CH:11]([CH2:14][CH2:15][O:16][S:30]([C:27]2[CH:28]=[CH:29][C:24]([CH3:34])=[CH:25][CH:26]=2)(=[O:32])=[O:31])[CH2:10][CH2:9]1)=[O:2])([CH3:7])([CH3:6])[CH3:5], predict the reactants needed to synthesize it. The reactants are: [C:1]([N:8]1[CH2:13][CH2:12][CH:11]([CH2:14][CH2:15][OH:16])[CH2:10][CH2:9]1)([O:3][C:4]([CH3:7])([CH3:6])[CH3:5])=[O:2].CCN(CC)CC.[C:24]1([CH3:34])[CH:29]=[CH:28][C:27]([S:30](Cl)(=[O:32])=[O:31])=[CH:26][CH:25]=1. (8) The reactants are: C(OC([N:8]1[CH2:12][CH2:11][C@H:10]([C@@H:13]([OH:17])[CH2:14][CH:15]=[CH2:16])[CH2:9]1)=O)(C)(C)C.CN(C=O)C.[H-].[Na+].[Cl:25][C:26]1[CH:31]=[CH:30][CH:29]=[C:28](F)[C:27]=1[CH3:33].Cl.CCO. Given the product [Cl:25][C:26]1[C:27]([CH3:33])=[C:28]([CH:29]=[CH:30][CH:31]=1)[O:17][C@H:13]([C@H:10]1[CH2:11][CH2:12][NH:8][CH2:9]1)[CH2:14][CH:15]=[CH2:16], predict the reactants needed to synthesize it.